Dataset: Forward reaction prediction with 1.9M reactions from USPTO patents (1976-2016). Task: Predict the product of the given reaction. (1) Given the reactants [F:1][C:2]([F:16])([F:15])[C:3]1[C:4]([NH2:14])=[C:5]([NH2:13])[CH:6]=[C:7]([C:9]([F:12])([F:11])[F:10])[CH:8]=1.[N:17]([CH:20]1[C:29]2[C:24](=[CH:25][CH:26]=[CH:27][CH:28]=2)[CH2:23][CH2:22][CH2:21]1)=[C:18]=S, predict the reaction product. The product is: [F:10][C:9]([F:12])([F:11])[C:7]1[CH:8]=[C:3]([C:2]([F:15])([F:16])[F:1])[C:4]2[N:14]=[C:18]([NH:17][CH:20]3[C:29]4[C:24](=[CH:25][CH:26]=[CH:27][CH:28]=4)[CH2:23][CH2:22][CH2:21]3)[NH:13][C:5]=2[CH:6]=1. (2) Given the reactants [CH3:1][N:2]1[C:6]([S:7][C:8]2[C:17](=[O:18])[C:16]3[C:11](=[CH:12][CH:13]=[CH:14][CH:15]=3)/[C:10](=[N:19]/[S:20]([C:23]3[CH:28]=[CH:27][C:26]([C:29]4[CH:34]=[CH:33][CH:32]=[CH:31][CH:30]=4)=[CH:25][CH:24]=3)(=[O:22])=[O:21])/[CH:9]=2)=[N:5][N:4]=[N:3]1.[Cl:35]C1C=CC(S(/N=C2\C=C(Cl)C(=O)C3C\2=CC=CC=3)(=O)=O)=CC=1.SC1N=CNN=1, predict the reaction product. The product is: [NH:4]1[CH:1]=[N:2][C:6]([S:7][C:8]2[C:17](=[O:18])[C:16]3[C:11](=[CH:12][CH:13]=[CH:14][CH:15]=3)/[C:10](=[N:19]/[S:20]([C:23]3[CH:28]=[CH:27][C:26]([Cl:35])=[CH:25][CH:24]=3)(=[O:21])=[O:22])/[CH:9]=2)=[N:5]1.[CH3:1][N:2]1[C:6]([S:7][C:8]2[C:17](=[O:18])[C:16]3[C:11](=[CH:12][CH:13]=[CH:14][CH:15]=3)/[C:10](=[N:19]/[S:20]([C:23]3[CH:28]=[CH:27][C:26]([C:29]4[CH:34]=[CH:33][CH:32]=[CH:31][CH:30]=4)=[CH:25][CH:24]=3)(=[O:21])=[O:22])/[CH:9]=2)=[N:5][N:4]=[N:3]1. (3) Given the reactants [C:1]1([C:8]([OH:10])=[O:9])([C:5]([OH:7])=O)[CH2:4][CH2:3][CH2:2]1.C(N([CH2:16][CH3:17])CC)C.[CH2:18](Br)[C:19]1[CH:24]=[CH:23][CH:22]=[CH:21][CH:20]=1.CN([CH:29]=[O:30])C, predict the reaction product. The product is: [C:1]1([C:5]([O:30][CH2:29][C:17]2[CH:16]=[CH:3][CH:2]=[CH:1][CH:4]=2)=[O:7])([C:8]([O:10][CH2:18][C:19]2[CH:24]=[CH:23][CH:22]=[CH:21][CH:20]=2)=[O:9])[CH2:2][CH2:3][CH2:4]1.